Dataset: Catalyst prediction with 721,799 reactions and 888 catalyst types from USPTO. Task: Predict which catalyst facilitates the given reaction. Reactant: [NH2:1][C:2]1[CH:9]=[CH:8][C:5]([C:6]#[N:7])=[CH:4][N:3]=1.Cl[CH2:11][CH:12]=O. Product: [N:1]1[CH:11]=[CH:12][N:3]2[CH:4]=[C:5]([C:6]#[N:7])[CH:8]=[CH:9][C:2]=12. The catalyst class is: 23.